Dataset: Reaction yield outcomes from USPTO patents with 853,638 reactions. Task: Predict the reaction yield, written as a fraction of the theoretical maximum amount of product (1.0 means a 100% yield; for example, 0.34 means a 34% yield). (1) The reactants are [Cl:1][C:2]1[N:7]=[CH:6][C:5]2[CH:8]=[N:9][N:10]([CH:11]([CH3:13])[CH3:12])[C:4]=2[CH:3]=1.[F:14][B-](F)(F)F.F[B-](F)(F)F.ClC[N+]12CC[N+](F)(CC1)CC2.C(#N)C. The catalyst is CCOC(C)=O. The product is [Cl:1][C:2]1[N:7]=[CH:6][C:5]2[C:8]([F:14])=[N:9][N:10]([CH:11]([CH3:13])[CH3:12])[C:4]=2[CH:3]=1. The yield is 0.170. (2) The reactants are [Cl:1][C:2]1[CH:7]=[C:6]([Cl:8])[CH:5]=[CH:4][C:3]=1[C:9]1[C:10]([C:24]#[N:25])=[CH:11][C:12]2[N:13]([C:15]([N:18]3[CH2:23][CH2:22][O:21][CH2:20][CH2:19]3)=[N:16][N:17]=2)[CH:14]=1.B.C1COCC1. The catalyst is C1COCC1.CO. The product is [Cl:1][C:2]1[CH:7]=[C:6]([Cl:8])[CH:5]=[CH:4][C:3]=1[C:9]1[C:10]([CH2:24][NH2:25])=[CH:11][C:12]2[N:13]([C:15]([N:18]3[CH2:23][CH2:22][O:21][CH2:20][CH2:19]3)=[N:16][N:17]=2)[CH:14]=1. The yield is 0.0500. (3) The reactants are [CH3:1][C:2]1([C:18]([O:20]CC)=[O:19])[CH2:7][CH2:6][CH2:5][N:4]([C:8]([O:10][CH2:11][C:12]2[CH:17]=[CH:16][CH:15]=[CH:14][CH:13]=2)=[O:9])[CH2:3]1.[Li+].[OH-]. The catalyst is C(O)C. The product is [CH2:11]([O:10][C:8]([N:4]1[CH2:5][CH2:6][CH2:7][C:2]([CH3:1])([C:18]([OH:20])=[O:19])[CH2:3]1)=[O:9])[C:12]1[CH:13]=[CH:14][CH:15]=[CH:16][CH:17]=1. The yield is 0.920. (4) The reactants are [CH3:1][C:2]([C:4]1[CH:5]=[CH:6][C:7]([OH:11])=[CH:8][C:9]=1[OH:10])=[O:3].C1(P(C2C=CC=CC=2)C2C=CC=CC=2)C=CC=CC=1.[CH3:31][O:32][CH2:33][CH2:34]O.N(C(OCC)=O)=NC(OCC)=O. The catalyst is O1CCCC1. The product is [OH:10][C:9]1[CH:8]=[C:7]([O:11][CH2:34][CH2:33][O:32][CH3:31])[CH:6]=[CH:5][C:4]=1[C:2](=[O:3])[CH3:1]. The yield is 0.520. (5) The reactants are [CH2:1](OC(C1(CCCCSC)CCC1)=O)[CH3:2].[CH2:16]([O:18][C:19]([C:21]1([CH2:25][CH2:26][CH2:27][CH2:28][S:29]([CH3:32])(=[O:31])=[O:30])[CH2:24][CH2:23][CH2:22]1)=[O:20])[CH3:17]. No catalyst specified. The product is [CH2:16]([O:18][C:19]([C:21]1([CH2:25][CH2:26][CH2:27][CH2:28][S:29]([CH3:32])(=[O:30])=[O:31])[CH2:24][CH2:23][CH:22]1[CH2:1][CH3:2])=[O:20])[CH3:17]. The yield is 0.920. (6) The reactants are Br[C:2]1[N:7]=[N:6][C:5]([NH2:8])=[N:4][C:3]=1[C:9]1[CH:14]=[CH:13][CH:12]=[CH:11][CH:10]=1.[CH3:15][C:16]1[CH:17]=[C:18](B(O)O)[CH:19]=[CH:20][C:21]=1[CH3:22]. No catalyst specified. The product is [CH3:15][C:16]1[CH:17]=[C:18]([C:2]2[N:7]=[N:6][C:5]([NH2:8])=[N:4][C:3]=2[C:9]2[CH:14]=[CH:13][CH:12]=[CH:11][CH:10]=2)[CH:19]=[CH:20][C:21]=1[CH3:22]. The yield is 0.670. (7) The reactants are [Cl:1][C:2]1[CH:3]=[N+:4]([O-:39])[CH:5]=[C:6]([Cl:38])[C:7]=1[CH2:8][C@H:9]([O:20][C:21](=[O:37])[CH2:22][C:23]1[S:24][C:25]([CH2:28][O:29][Si](C(C)(C)C)(C)C)=[CH:26][CH:27]=1)[C:10]1[CH:15]=[CH:14][C:13]([O:16][CH3:17])=[C:12]([O:18][CH3:19])[CH:11]=1. The catalyst is N1C=CC=CC=1. The product is [Cl:38][C:6]1[CH:5]=[N+:4]([O-:39])[CH:3]=[C:2]([Cl:1])[C:7]=1[CH2:8][C@H:9]([O:20][C:21](=[O:37])[CH2:22][C:23]1[S:24][C:25]([CH2:28][OH:29])=[CH:26][CH:27]=1)[C:10]1[CH:15]=[CH:14][C:13]([O:16][CH3:17])=[C:12]([O:18][CH3:19])[CH:11]=1. The yield is 0.840.